This data is from Reaction yield outcomes from USPTO patents with 853,638 reactions. The task is: Predict the reaction yield, written as a fraction of the theoretical maximum amount of product (1.0 means a 100% yield; for example, 0.34 means a 34% yield). (1) The reactants are Br[C:2]1[CH:3]=[C:4]([NH:9][S:10]([C:13]2[C:18]([CH3:19])=[CH:17][CH:16]=[CH:15][C:14]=2[Cl:20])(=[O:12])=[O:11])[C:5]([Cl:8])=[N:6][CH:7]=1.[CH3:21][NH:22][C:23]1[S:24][C:25]2[CH:31]=[C:30](B3OC(C)(C)C(C)(C)O3)[CH:29]=[CH:28][C:26]=2[N:27]=1.C(=O)([O-])[O-].[K+].[K+].O. The catalyst is COCCOC. The product is [Cl:20][C:14]1[CH:15]=[CH:16][CH:17]=[C:18]([CH3:19])[C:13]=1[S:10]([NH:9][C:4]1[C:5]([Cl:8])=[N:6][CH:7]=[C:2]([C:30]2[CH:29]=[CH:28][C:26]3[N:27]=[C:23]([NH:22][CH3:21])[S:24][C:25]=3[CH:31]=2)[CH:3]=1)(=[O:12])=[O:11]. The yield is 0.210. (2) The reactants are [Br:1][C:2]1[CH:3]=[C:4]([NH:10][C:11]2[CH:16]=[CH:15][C:14]([N:17]3[CH2:22][CH2:21][NH:20][CH2:19][CH2:18]3)=[CH:13][N:12]=2)[C:5](=[O:9])[N:6]([CH3:8])[CH:7]=1.[CH3:23][C:24]([CH3:26])=O.[BH-](OC(C)=O)(OC(C)=O)OC(C)=O.[Na+].O. The catalyst is CO.C(O)(=O)C. The product is [Br:1][C:2]1[CH:3]=[C:4]([NH:10][C:11]2[CH:16]=[CH:15][C:14]([N:17]3[CH2:22][CH2:21][N:20]([CH:24]([CH3:26])[CH3:23])[CH2:19][CH2:18]3)=[CH:13][N:12]=2)[C:5](=[O:9])[N:6]([CH3:8])[CH:7]=1. The yield is 0.810. (3) The reactants are [OH:1][C:2]1[CH:3]=[C:4]([CH:7]=[CH:8][CH:9]=1)[CH:5]=O.[CH3:10][C:11]1([CH3:19])[O:16][C:15](=[O:17])[CH2:14][C:13](=[O:18])[O:12]1. The catalyst is O. The product is [OH:1][C:2]1[CH:3]=[C:4]([CH:5]=[C:14]2[C:15](=[O:17])[O:16][C:11]([CH3:19])([CH3:10])[O:12][C:13]2=[O:18])[CH:7]=[CH:8][CH:9]=1. The yield is 0.833. (4) The reactants are [NH2:1][CH2:2][CH:3]([OH:6])[CH2:4][NH2:5].[C:7](O[C:7]([O:9][C:10]([CH3:13])([CH3:12])[CH3:11])=[O:8])([O:9][C:10]([CH3:13])([CH3:12])[CH3:11])=[O:8]. The catalyst is CO. The product is [C:10]([O:9][C:7](=[O:8])[NH:1][CH2:2][CH:3]([OH:6])[CH2:4][NH:5][C:7]([O:9][C:10]([CH3:13])([CH3:12])[CH3:11])=[O:8])([CH3:13])([CH3:12])[CH3:11]. The yield is 1.00.